From a dataset of Reaction yield outcomes from USPTO patents with 853,638 reactions. Predict the reaction yield, written as a fraction of the theoretical maximum amount of product (1.0 means a 100% yield; for example, 0.34 means a 34% yield). (1) The reactants are [Cl:1][C:2]1[CH:7]=[C:6](Cl)[C:5]([N+:9]([O-:11])=[O:10])=[CH:4][N:3]=1.Cl.[F:13][C:14]1([F:20])[CH2:19][CH2:18][NH:17][CH2:16][CH2:15]1.CCN(CC)CC. The catalyst is O1CCCC1. The product is [Cl:1][C:2]1[CH:7]=[C:6]([N:17]2[CH2:18][CH2:19][C:14]([F:20])([F:13])[CH2:15][CH2:16]2)[C:5]([N+:9]([O-:11])=[O:10])=[CH:4][N:3]=1. The yield is 0.950. (2) The catalyst is C1(C)C=CC=CC=1. The reactants are [CH3:1][C:2]1[CH:3]=[CH:4][CH:5]=[C:6]2[C:11]=1[N+:10]([O-])=[CH:9][CH:8]=[CH:7]2.P(Cl)(Cl)([Cl:15])=O. The yield is 0.815. The product is [Cl:15][C:9]1[CH:8]=[CH:7][C:6]2[C:11](=[C:2]([CH3:1])[CH:3]=[CH:4][CH:5]=2)[N:10]=1.